This data is from Forward reaction prediction with 1.9M reactions from USPTO patents (1976-2016). The task is: Predict the product of the given reaction. (1) Given the reactants [CH2:1]([N:3]([C:31](=O)[C:32]1[CH:37]=[CH:36][C:35]([OH:38])=[CH:34][CH:33]=1)[C:4]1[CH:9]=[C:8]([O:10][CH3:11])[C:7]([O:12][CH3:13])=[CH:6][C:5]=1[C@@H:14]1[CH2:23][CH2:22][C:21]2[CH:20]=[C:19]([O:24]C(=O)C(C)(C)C)[CH:18]=[CH:17][C:16]=2[CH2:15]1)[CH3:2].Cl[CH2:41][C:42]([N:44]1[CH2:49][CH2:48][CH:47]([CH3:50])[CH2:46][CH2:45]1)=O, predict the reaction product. The product is: [CH2:1]([N:3]([CH2:31][C:32]1[CH:33]=[CH:34][C:35]([O:38][CH2:41][CH2:42][N:44]2[CH2:49][CH2:48][CH:47]([CH3:50])[CH2:46][CH2:45]2)=[CH:36][CH:37]=1)[C:4]1[CH:9]=[C:8]([O:10][CH3:11])[C:7]([O:12][CH3:13])=[CH:6][C:5]=1[C@@H:14]1[CH2:23][CH2:22][C:21]2[CH:20]=[C:19]([OH:24])[CH:18]=[CH:17][C:16]=2[CH2:15]1)[CH3:2]. (2) Given the reactants [Si]([O:8][C:9]1[CH:22]=[CH:21][C:12]([CH2:13][N:14]2[CH2:18][C@@H:17]([CH3:19])[O:16][C:15]2=[O:20])=[CH:11][C:10]=1[Cl:23])(C(C)(C)C)(C)C.[CH:24]1([CH2:30]Br)[CH2:29][CH2:28][CH2:27][CH2:26][CH2:25]1, predict the reaction product. The product is: [Cl:23][C:10]1[CH:11]=[C:12]([CH:21]=[CH:22][C:9]=1[O:8][CH2:30][CH:24]1[CH2:29][CH2:28][CH2:27][CH2:26][CH2:25]1)[CH2:13][N:14]1[CH2:18][C@@H:17]([CH3:19])[O:16][C:15]1=[O:20]. (3) Given the reactants [N:1]([CH2:4][CH2:5][CH2:6][N:7]1[CH:11]=[CH:10][C:9]([C:12]2[CH:17]=[CH:16][C:15]([F:18])=[CH:14][CH:13]=2)=[C:8]1[C:19]1[CH:24]=[CH:23][N:22]=[CH:21][CH:20]=1)=[N+]=[N-], predict the reaction product. The product is: [NH2:1][CH2:4][CH2:5][CH2:6][N:7]1[CH:11]=[CH:10][C:9]([C:12]2[CH:13]=[CH:14][C:15]([F:18])=[CH:16][CH:17]=2)=[C:8]1[C:19]1[CH:24]=[CH:23][N:22]=[CH:21][CH:20]=1. (4) Given the reactants [CH3:1][O:2][C:3]1[CH:4]=[C:5]([N:11]2[CH2:20][C:19]3[C:14](=[N:15][C:16](S(C)=O)=[N:17][CH:18]=3)[N:13]([CH2:24][CH3:25])[C:12]2=[O:26])[CH:6]=[C:7]([O:9][CH3:10])[CH:8]=1.[N:27]1[CH:32]=[CH:31][C:30]([CH2:33][NH:34][CH2:35][CH2:36][NH2:37])=[CH:29][CH:28]=1, predict the reaction product. The product is: [CH3:1][O:2][C:3]1[CH:4]=[C:5]([N:11]2[CH2:20][C:19]3[C:14](=[N:15][C:16]([NH:37][CH2:36][CH2:35][NH:34][CH2:33][C:30]4[CH:29]=[CH:28][N:27]=[CH:32][CH:31]=4)=[N:17][CH:18]=3)[N:13]([CH2:24][CH3:25])[C:12]2=[O:26])[CH:6]=[C:7]([O:9][CH3:10])[CH:8]=1. (5) Given the reactants [NH2:1][C:2]1[O:3][CH2:4][C@:5]2([C:19]3[C:14](=[N:15][CH:16]=[C:17](Br)[CH:18]=3)[O:13][C:12]3[C:7]2=[CH:8][C:9]([OH:21])=[CH:10][CH:11]=3)[N:6]=1.CN(C=O)C.C(NC(C)C)(C)C.[CH3:34][C:35]([OH:39])([C:37]#[CH:38])[CH3:36], predict the reaction product. The product is: [NH2:1][C:2]1[O:3][CH2:4][C@:5]2([C:19]3[C:14](=[N:15][CH:16]=[C:17]([C:38]#[C:37][C:35]([OH:39])([CH3:36])[CH3:34])[CH:18]=3)[O:13][C:12]3[C:7]2=[CH:8][C:9]([OH:21])=[CH:10][CH:11]=3)[N:6]=1. (6) Given the reactants [CH2:1](Br)[C:2]#[CH:3].C1(C)C=CC=CC=1.[OH:12][CH:13]([CH:31]([C:33]1[CH:38]=[CH:37][CH:36]=[CH:35][CH:34]=1)[CH3:32])[C:14]([NH:16][CH2:17][CH2:18][C:19]1[CH:24]=[CH:23][C:22]([O:25][CH2:26][C:27]#[CH:28])=[C:21]([O:29][CH3:30])[CH:20]=1)=[O:15].[OH-].[Na+], predict the reaction product. The product is: [CH3:30][O:29][C:21]1[CH:20]=[C:19]([CH2:18][CH2:17][NH:16][C:14](=[O:15])[CH:13]([O:12][CH2:3][C:2]#[CH:1])[CH:31]([C:33]2[CH:34]=[CH:35][CH:36]=[CH:37][CH:38]=2)[CH3:32])[CH:24]=[CH:23][C:22]=1[O:25][CH2:26][C:27]#[CH:28].